Dataset: Forward reaction prediction with 1.9M reactions from USPTO patents (1976-2016). Task: Predict the product of the given reaction. (1) The product is: [O:1]1[CH:6]=[CH:5][CH:3]=[C:2]1[C:8]1[CH:9]=[C:10]([CH:13]=[CH:14][CH:15]=1)[CH:11]=[O:12]. Given the reactants [O:1]1[CH2:6][CH2:5]O[CH2:3][CH2:2]1.Br[C:8]1[CH:9]=[C:10]([CH:13]=[CH:14][CH:15]=1)[CH:11]=[O:12].C([Sn](CCCC)(CCCC)C1OC=CC=1)CCC.[F-].[K+], predict the reaction product. (2) Given the reactants Br[C:2]1[CH:3]=[C:4]([NH2:9])[C:5]([F:8])=[N:6][CH:7]=1.[CH3:10][C:11]1([CH3:27])[C:15]([CH3:17])([CH3:16])[O:14][B:13]([B:13]2[O:14][C:15]([CH3:17])([CH3:16])[C:11]([CH3:27])([CH3:10])[O:12]2)[O:12]1.C([O-])(=O)C.[K+], predict the reaction product. The product is: [F:8][C:5]1[C:4]([NH2:9])=[CH:3][C:2]([B:13]2[O:14][C:15]([CH3:17])([CH3:16])[C:11]([CH3:27])([CH3:10])[O:12]2)=[CH:7][N:6]=1. (3) Given the reactants C(OC(=O)[NH:7][C:8]1[CH:13]=[C:12]([N:14]([CH3:18])[CH2:15][CH2:16][CH3:17])[C:11]([Cl:19])=[CH:10][C:9]=1[NH2:20])(C)(C)C.C(O[C:27](=[O:43])[CH2:28][C:29](=O)[C:30]1[CH:35]=[CH:34][CH:33]=[C:32]([C:36]2[N:37]=[C:38]([CH3:41])[O:39][CH:40]=2)[CH:31]=1)(C)(C)C.C(O)(C(F)(F)F)=O, predict the reaction product. The product is: [Cl:19][C:11]1[C:12]([N:14]([CH3:18])[CH2:15][CH2:16][CH3:17])=[CH:13][C:8]2[N:7]=[C:29]([C:30]3[CH:35]=[CH:34][CH:33]=[C:32]([C:36]4[N:37]=[C:38]([CH3:41])[O:39][CH:40]=4)[CH:31]=3)[CH2:28][C:27](=[O:43])[NH:20][C:9]=2[CH:10]=1. (4) The product is: [Cl:22][C:23]1[CH:31]=[CH:30][CH:29]=[CH:28][C:24]=1[CH2:25][CH2:26][N:18]1[C:17](=[O:19])[C:16]2[CH2:15][CH2:14][CH2:13][CH2:12][C:11]=2[N:10]=[C:9]1[C:4]1[CH:5]=[CH:6][CH:7]=[CH:8][C:3]=1[O:2][CH3:1]. Given the reactants [CH3:1][O:2][C:3]1[CH:8]=[CH:7][CH:6]=[CH:5][C:4]=1[C:9]1[NH:18][C:17](=[O:19])[C:16]2[CH2:15][CH2:14][CH2:13][CH2:12][C:11]=2[N:10]=1.[H-].[Na+].[Cl:22][C:23]1[CH:31]=[CH:30][CH:29]=[CH:28][C:24]=1[CH2:25][CH2:26]Br.Cl, predict the reaction product.